Dataset: Full USPTO retrosynthesis dataset with 1.9M reactions from patents (1976-2016). Task: Predict the reactants needed to synthesize the given product. (1) Given the product [CH2:20]([N:13]([CH2:6][C:7]1[CH:8]=[CH:9][CH:10]=[CH:11][CH:12]=1)[C@H:14]([C:29](=[O:30])[CH:28]([CH3:32])[CH3:27])[C:15]([O:17][CH2:18][CH3:19])=[O:16])[C:21]1[CH:22]=[CH:23][CH:24]=[CH:25][CH:26]=1, predict the reactants needed to synthesize it. The reactants are: [Li]CCCC.[CH2:6]([N:13]([CH2:20][C:21]1[CH:26]=[CH:25][CH:24]=[CH:23][CH:22]=1)[CH2:14][C:15]([O:17][CH2:18][CH3:19])=[O:16])[C:7]1[CH:12]=[CH:11][CH:10]=[CH:9][CH:8]=1.[CH3:27][CH:28]([CH3:32])[C:29](Cl)=[O:30]. (2) Given the product [CH3:10][O:11][C:12](=[O:33])[C@@H:13]([C@@H:23]([F:7])[C:24]([N:26]1[CH2:31][CH2:30][O:29][CH2:28][CH2:27]1)=[O:25])[CH2:14][CH2:15][CH2:16][C:17]1[CH:22]=[CH:21][CH:20]=[CH:19][CH:18]=1, predict the reactants needed to synthesize it. The reactants are: C(N(S(F)(F)[F:7])CC)C.[CH3:10][O:11][C:12](=[O:33])[C@@H:13]([C@H:23](O)[C:24]([N:26]1[CH2:31][CH2:30][O:29][CH2:28][CH2:27]1)=[O:25])[CH2:14][CH2:15][CH2:16][C:17]1[CH:22]=[CH:21][CH:20]=[CH:19][CH:18]=1.